This data is from Forward reaction prediction with 1.9M reactions from USPTO patents (1976-2016). The task is: Predict the product of the given reaction. The product is: [F:60][C:57]([F:58])([F:59])[C:54]1[CH:53]=[CH:52][C:51]([C:49]2[O:48][N:47]=[C:46]([CH2:45][N:1]3[C:9]4[C:4](=[CH:5][CH:6]=[CH:7][CH:8]=4)[C:3]4([C:13]5=[CH:14][C:15]6[O:19][CH2:18][O:17][C:16]=6[CH:20]=[C:12]5[O:11][CH2:10]4)[CH2:2]3)[N:50]=2)=[CH:56][CH:55]=1. Given the reactants [NH:1]1[C:9]2[C:4](=[CH:5][CH:6]=[CH:7][CH:8]=2)[C:3]2([C:13]3=[CH:14][C:15]4[O:19][CH2:18][O:17][C:16]=4[CH:20]=[C:12]3[O:11][CH2:10]2)[C:2]1=O.BrC1C=CC=C2C=1C1(C3=CC4OCOC=4C=C3OC1)C(=O)N2.Cl[CH2:45][C:46]1[N:50]=[C:49]([C:51]2[CH:56]=[CH:55][C:54]([C:57]([F:60])([F:59])[F:58])=[CH:53][CH:52]=2)[O:48][N:47]=1.BrCC1OC(C(F)(F)F)=CC=1, predict the reaction product.